From a dataset of Full USPTO retrosynthesis dataset with 1.9M reactions from patents (1976-2016). Predict the reactants needed to synthesize the given product. (1) Given the product [Si:1]([O:18][CH2:19][CH2:20][CH:21]([C:30](=[N:56][O:55][CH3:54])[C:31]#[C:32][CH:33]1[CH2:36][CH:35]([CH2:37][CH:38]([CH2:39][CH3:40])[CH2:41][CH3:42])[CH2:34]1)[CH2:22][C:23]([O:25][C:26]([CH3:28])([CH3:29])[CH3:27])=[O:24])([C:14]([CH3:15])([CH3:16])[CH3:17])([C:8]1[CH:9]=[CH:10][CH:11]=[CH:12][CH:13]=1)[C:2]1[CH:3]=[CH:4][CH:5]=[CH:6][CH:7]=1, predict the reactants needed to synthesize it. The reactants are: [Si:1]([O:18][CH2:19][CH2:20][CH:21]([C:30](=O)[C:31]#[C:32][CH:33]1[CH2:36][CH:35]([CH2:37][CH:38]([CH2:41][CH3:42])[CH2:39][CH3:40])[CH2:34]1)[CH2:22][C:23]([O:25][C:26]([CH3:29])([CH3:28])[CH3:27])=[O:24])([C:14]([CH3:17])([CH3:16])[CH3:15])([C:8]1[CH:13]=[CH:12][CH:11]=[CH:10][CH:9]=1)[C:2]1[CH:7]=[CH:6][CH:5]=[CH:4][CH:3]=1.CO.S([O-])([O-])(=O)=O.[Na+].[Na+].[Cl-].[CH3:54][O:55][NH3+:56]. (2) The reactants are: [ClH:1].Cl.[N:3]1[CH:8]=[CH:7][CH:6]=[C:5]([NH:9][C:10]([N:12]2[CH2:17][CH2:16][NH:15][CH2:14][CH2:13]2)=[O:11])[CH:4]=1.[CH:18]1([CH2:24][CH2:25][O:26][C:27]2[CH:28]=[C:29]([CH:32]=[CH:33][N:34]=2)[CH:30]=O)[CH2:23][CH2:22][CH2:21][CH2:20][CH2:19]1.[BH-](OC(C)=O)(OC(C)=O)OC(C)=O.[Na+].[OH-].[Na+].Cl.CCOC(C)=O. Given the product [ClH:1].[ClH:1].[ClH:1].[CH:18]1([CH2:24][CH2:25][O:26][C:27]2[CH:28]=[C:29]([CH2:30][N:15]3[CH2:14][CH2:13][N:12]([C:10]([NH:9][C:5]4[CH:4]=[N:3][CH:8]=[CH:7][CH:6]=4)=[O:11])[CH2:17][CH2:16]3)[CH:32]=[CH:33][N:34]=2)[CH2:23][CH2:22][CH2:21][CH2:20][CH2:19]1, predict the reactants needed to synthesize it. (3) Given the product [ClH:32].[F:1][C:2]1[CH:7]=[CH:6][C:5]([C:8]2[O:12][C:11]([C:13]3[CH:14]=[CH:15][C:16]([C@@H:19]4[O:24][CH2:23][CH2:22][NH:21][CH2:20]4)=[CH:17][CH:18]=3)=[N:10][N:9]=2)=[CH:4][CH:3]=1, predict the reactants needed to synthesize it. The reactants are: [F:1][C:2]1[CH:7]=[CH:6][C:5]([C:8]2[O:12][C:11]([C:13]3[CH:18]=[CH:17][C:16]([C@@H:19]4[O:24][CH2:23][CH2:22][N:21](C(OC(C)(C)C)=O)[CH2:20]4)=[CH:15][CH:14]=3)=[N:10][N:9]=2)=[CH:4][CH:3]=1.[ClH:32].CCOCC. (4) The reactants are: [CH3:1][N:2]1[C:6]2=[CH:7][CH:8]=[C:9]3[C:14]([N:13]=[C:12](Cl)[N:11]=[C:10]3[N:16]3[CH2:21][CH2:20][O:19][CH2:18][CH2:17]3)=[C:5]2[CH:4]=[CH:3]1.[CH2:22]([NH:25][C:26](=[O:37])[NH:27][C:28]1[CH:33]=[CH:32][C:31](B(O)O)=[CH:30][CH:29]=1)[CH2:23][CH3:24].C([O-])([O-])=O.[Na+].[Na+]. Given the product [CH3:1][N:2]1[C:6]2=[CH:7][CH:8]=[C:9]3[C:14]([N:13]=[C:12]([C:31]4[CH:30]=[CH:29][C:28]([NH:27][C:26]([NH:25][CH2:22][CH2:23][CH3:24])=[O:37])=[CH:33][CH:32]=4)[N:11]=[C:10]3[N:16]3[CH2:21][CH2:20][O:19][CH2:18][CH2:17]3)=[C:5]2[CH:4]=[CH:3]1, predict the reactants needed to synthesize it. (5) Given the product [F:13][C:14]1[CH:15]=[C:16]([CH:19]=[CH:20][CH:21]=1)[CH2:17][NH:18][C:2]1[CH:11]=[CH:10][C:9]2[C:4](=[CH:5][CH:6]=[C:7]([NH:22][C:23]3[CH:28]=[CH:27][CH:26]=[C:25]([C:29]([F:30])([F:31])[F:32])[CH:24]=3)[CH:8]=2)[N:3]=1, predict the reactants needed to synthesize it. The reactants are: Cl[C:2]1[CH:11]=[CH:10][C:9]2[C:4](=[CH:5][CH:6]=[C:7](Cl)[CH:8]=2)[N:3]=1.[F:13][C:14]1[CH:15]=[C:16]([CH:19]=[CH:20][CH:21]=1)[CH2:17][NH2:18].[NH2:22][C:23]1[CH:24]=[C:25]([C:29]([F:32])([F:31])[F:30])[CH:26]=[CH:27][CH:28]=1. (6) Given the product [CH3:23][C:20]([Si:19]([CH3:24])([CH3:25])[O:18][CH2:17][CH2:16][CH:6]([CH2:7][O:8][Si:9]([C:10]([CH3:11])([CH3:12])[CH3:13])([CH3:14])[CH3:15])[C:26]#[N:27])([CH3:21])[CH3:22], predict the reactants needed to synthesize it. The reactants are: CS(O[CH:6]([CH2:16][CH2:17][O:18][Si:19]([CH3:25])([CH3:24])[C:20]([CH3:23])([CH3:22])[CH3:21])[CH2:7][O:8][Si:9]([CH3:15])([CH3:14])[C:10]([CH3:13])([CH3:12])[CH3:11])(=O)=O.[C-:26]#[N:27].[Na+].O.